This data is from NCI-60 drug combinations with 297,098 pairs across 59 cell lines. The task is: Regression. Given two drug SMILES strings and cell line genomic features, predict the synergy score measuring deviation from expected non-interaction effect. (1) Drug 1: CC(CN1CC(=O)NC(=O)C1)N2CC(=O)NC(=O)C2. Drug 2: CCN(CC)CCNC(=O)C1=C(NC(=C1C)C=C2C3=C(C=CC(=C3)F)NC2=O)C. Cell line: IGROV1. Synergy scores: CSS=15.4, Synergy_ZIP=-6.34, Synergy_Bliss=-1.93, Synergy_Loewe=-1.79, Synergy_HSA=-1.73. (2) Drug 1: CC1OCC2C(O1)C(C(C(O2)OC3C4COC(=O)C4C(C5=CC6=C(C=C35)OCO6)C7=CC(=C(C(=C7)OC)O)OC)O)O. Drug 2: C1=CN(C=N1)CC(O)(P(=O)(O)O)P(=O)(O)O. Cell line: BT-549. Synergy scores: CSS=0.445, Synergy_ZIP=-11.5, Synergy_Bliss=-24.5, Synergy_Loewe=-37.2, Synergy_HSA=-24.8.